The task is: Predict which catalyst facilitates the given reaction.. This data is from Catalyst prediction with 721,799 reactions and 888 catalyst types from USPTO. (1) Reactant: C([Li])CCC.C(NC(C)C)(C)C.[Li+].CC([N-]C(C)C)C.[S:21]1[C:25]([C:26]2[CH:27]=[C:28]([NH:32][C:33]3[N:38]=[C:37]([C:39]([F:42])([F:41])[F:40])[CH:36]=[CH:35][N:34]=3)[CH:29]=[CH:30][CH:31]=2)=[CH:24][N:23]=[CH:22]1.[CH3:43][C:44]([CH3:64])([Si:46]([CH3:63])([CH3:62])[O:47][CH2:48][CH2:49][C:50](=[O:61])[CH2:51][CH2:52][O:53][Si:54]([CH3:60])([CH3:59])[C:55]([CH3:58])([CH3:57])[CH3:56])[CH3:45]. Product: [CH3:45][C:44]([CH3:64])([Si:46]([CH3:63])([CH3:62])[O:47][CH2:48][CH2:49][C:50]([C:22]1[S:21][C:25]([C:26]2[CH:31]=[CH:30][CH:29]=[C:28]([NH:32][C:33]3[N:38]=[C:37]([C:39]([F:42])([F:41])[F:40])[CH:36]=[CH:35][N:34]=3)[CH:27]=2)=[CH:24][N:23]=1)([OH:61])[CH2:51][CH2:52][O:53][Si:54]([CH3:60])([CH3:59])[C:55]([CH3:56])([CH3:57])[CH3:58])[CH3:43]. The catalyst class is: 1. (2) Reactant: Cl[C:2]1[N:7]=[CH:6][N:5]=[C:4]([NH2:8])[CH:3]=1.C(N(C(C)C)CC)(C)C.[N:18]1([CH2:23][CH2:24][N:25]2[CH2:30][CH2:29][NH:28][CH2:27][CH2:26]2)[CH2:22][CH2:21][CH2:20][CH2:19]1. Product: [N:18]1([CH2:23][CH2:24][N:25]2[CH2:26][CH2:27][N:28]([C:2]3[N:7]=[CH:6][N:5]=[C:4]([NH2:8])[CH:3]=3)[CH2:29][CH2:30]2)[CH2:19][CH2:20][CH2:21][CH2:22]1. The catalyst class is: 51. (3) Reactant: [OH:1][C:2]1[CH:7]=[CH:6][C:5]([C:8](=[O:10])[CH3:9])=[CH:4][CH:3]=1.[H-].[Na+].CS(O[CH2:18][CH:19]1[CH:24]2[CH2:25][C:26]([CH3:29])([CH3:28])[O:27][C:23]2=[C:22]([CH3:30])[C:21]([CH3:31])=[C:20]1[N+:32]([O-:34])=[O:33])(=O)=O. Product: [N+:32]([C:20]1[CH:19]([CH2:18][O:1][C:2]2[CH:7]=[CH:6][C:5]([C:8](=[O:10])[CH3:9])=[CH:4][CH:3]=2)[CH:24]2[CH2:25][C:26]([CH3:28])([CH3:29])[O:27][C:23]2=[C:22]([CH3:30])[C:21]=1[CH3:31])([O-:34])=[O:33]. The catalyst class is: 9. (4) Reactant: Cl[C:2]1[C:7]([N+:8]([O-:10])=[O:9])=[CH:6][CH:5]=[CH:4][N:3]=1.[NH2:11][C:12]1[CH:17]=[CH:16][C:15]([CH2:18][C:19]([OH:21])=[O:20])=[CH:14][CH:13]=1.Cl.O1CCOC[CH2:24]1. Product: [CH3:24][O:20][C:19](=[O:21])[CH2:18][C:15]1[CH:14]=[CH:13][C:12]([NH:11][C:2]2[C:7]([N+:8]([O-:10])=[O:9])=[CH:6][CH:5]=[CH:4][N:3]=2)=[CH:17][CH:16]=1. The catalyst class is: 71. (5) Reactant: Br[C:2]1[C:7]([CH3:8])=[CH:6][C:5]([O:9][CH2:10][O:11][CH3:12])=[CH:4][C:3]=1[CH3:13].C([Li])CCC.[B:19](OC(C)C)([O:24]C(C)C)[O:20]C(C)C. Product: [CH3:12][O:11][CH2:10][O:9][C:5]1[CH:6]=[C:7]([CH3:8])[C:2]([B:19]([OH:24])[OH:20])=[C:3]([CH3:13])[CH:4]=1. The catalyst class is: 134. (6) Reactant: Br[Mg][C:3]1[CH:8]=[CH:7][CH:6]=[CH:5][CH:4]=1.[NH2:9][C:10]1[C:11]([C:28](N(OC)C)=[O:29])=[N:12][C:13]([C:16]2[CH:21]=[CH:20][C:19]([S:22]([CH:25]([CH3:27])[CH3:26])(=[O:24])=[O:23])=[CH:18][CH:17]=2)=[CH:14][N:15]=1. Product: [NH2:9][C:10]1[C:11]([C:28]([C:3]2[CH:8]=[CH:7][CH:6]=[CH:5][CH:4]=2)=[O:29])=[N:12][C:13]([C:16]2[CH:17]=[CH:18][C:19]([S:22]([CH:25]([CH3:27])[CH3:26])(=[O:23])=[O:24])=[CH:20][CH:21]=2)=[CH:14][N:15]=1. The catalyst class is: 1.